From a dataset of Catalyst prediction with 721,799 reactions and 888 catalyst types from USPTO. Predict which catalyst facilitates the given reaction. (1) Reactant: C([O:4][CH2:5][C@@H:6]1[C@@H:11]([O:12]C(=O)C)[C@H:10]([OH:16])[C@H:9]([OH:17])[C@@H:8]([C:18]2[CH:23]=[CH:22][CH:21]=[C:20]([Br:24])[CH:19]=2)[O:7]1)(=O)C.CO[Na]. Product: [Br:24][C:20]1[CH:19]=[C:18]([C@@H:8]2[C@@H:9]([OH:17])[C@@H:10]([OH:16])[C@H:11]([OH:12])[C@@H:6]([CH2:5][OH:4])[O:7]2)[CH:23]=[CH:22][CH:21]=1. The catalyst class is: 5. (2) Reactant: [CH:1]1([C:11](O)=[O:12])[C:10]2[C:5](=[CH:6][CH:7]=[CH:8][CH:9]=2)[CH2:4][CH2:3][CH2:2]1.[H-].[Al+3].[Li+].[H-].[H-].[H-].O.C(OCC)(=O)C. Product: [CH:1]1([CH2:11][OH:12])[C:10]2[C:5](=[CH:6][CH:7]=[CH:8][CH:9]=2)[CH2:4][CH2:3][CH2:2]1. The catalyst class is: 7. (3) Reactant: [F:1][C:2]([F:18])([C:9]([F:17])([F:16])[C:10]([F:15])([F:14])[CH:11]([F:13])[F:12])[CH2:3][CH:4]([C:7]#[N:8])[C:5]#[N:6].FC(F)(F)S(O[CH2:25][C:26]([F:35])([F:34])[C:27]([F:33])([F:32])[C:28]([F:31])([F:30])[F:29])(=O)=O.C(=O)([O-])[O-].[K+].[K+].Cl. Product: [F:34][C:26]([F:35])([C:27]([F:32])([F:33])[C:28]([F:29])([F:31])[F:30])[CH2:25][C:4]([CH2:3][C:2]([F:18])([F:1])[C:9]([F:16])([F:17])[C:10]([F:14])([F:15])[CH:11]([F:13])[F:12])([C:7]#[N:8])[C:5]#[N:6]. The catalyst class is: 57. (4) Product: [F:1][C:2]1[CH:3]=[C:4]([C@@H:9]2[C@@H:14]([CH:15]=[O:16])[CH2:13][N:12]([C:17]([O:19][C:41]([CH3:42])([CH3:40])[CH3:36])=[O:18])[C@@H:11]([CH3:24])[CH2:10]2)[CH:5]=[CH:6][C:7]=1[F:8]. The catalyst class is: 4. Reactant: [F:1][C:2]1[CH:3]=[C:4]([C@@H:9]2[C@@H:14]([CH2:15][OH:16])[CH2:13][N:12]([C:17]([O:19]CCCC)=[O:18])[C@@H:11]([CH3:24])[CH2:10]2)[CH:5]=[CH:6][C:7]=1[F:8].N1C=CC=CC=1.CC(OI1(OC(C)=O)(OC(C)=O)O[C:42](=O)[C:41]2[CH:40]=CC=C[C:36]1=2)=O. (5) Reactant: C(O[C:4](=[O:12])[C:5]1[CH:10]=[CH:9][N:8]=[CH:7][C:6]=1Cl)C.[CH2:13]([O:15][C:16](=[O:19])[CH2:17][SH:18])[CH3:14].[H-].[Na+]. Product: [CH2:13]([O:15][C:16]([C:17]1[S:18][C:6]2=[CH:7][N:8]=[CH:9][CH:10]=[C:5]2[C:4]=1[OH:12])=[O:19])[CH3:14]. The catalyst class is: 3. (6) Reactant: [CH2:1]([C:4]1[CH:9]=[C:8]([O:10][CH2:11][CH2:12][C:13]2[N:14]=[C:15]([C:19]3[CH:24]=[CH:23][C:22]([C:25]4[CH:30]=[CH:29][CH:28]=[CH:27][CH:26]=4)=[CH:21][CH:20]=3)[O:16][C:17]=2[CH3:18])[CH:7]=[CH:6][C:5]=1[OH:31])[CH2:2][CH3:3].Br[CH2:33][C:34]([O:36][CH2:37][CH3:38])=[O:35].C(=O)([O-])[O-].[Cs+].[Cs+]. Product: [CH2:37]([O:36][C:34](=[O:35])[CH2:33][O:31][C:5]1[CH:6]=[CH:7][C:8]([O:10][CH2:11][CH2:12][C:13]2[N:14]=[C:15]([C:19]3[CH:20]=[CH:21][C:22]([C:25]4[CH:26]=[CH:27][CH:28]=[CH:29][CH:30]=4)=[CH:23][CH:24]=3)[O:16][C:17]=2[CH3:18])=[CH:9][C:4]=1[CH2:1][CH2:2][CH3:3])[CH3:38]. The catalyst class is: 3. (7) Reactant: O[CH2:2][CH2:3][NH:4][C:5]([NH:7][C:8]1[S:9][C:10]2[C:16]([C:17]3C=[CH:21][CH:20]=[CH:19][N:18]=3)=[CH:15][C:14]([C:23]3[CH:24]=[N:25][C:26]([C:29]([OH:32])([CH3:31])[CH3:30])=[N:27][CH:28]=3)=[CH:13][C:11]=2[N:12]=1)=[O:6].C([Sn](CCCC)(CCCC)C1N=CC=C[N:39]=1)CCC. Product: [CH2:3]([NH:4][C:5]([NH:7][C:8]1[S:9][C:10]2[C:16]([C:17]3[N:39]=[CH:21][CH:20]=[CH:19][N:18]=3)=[CH:15][C:14]([C:23]3[CH:24]=[N:25][C:26]([C:29]([OH:32])([CH3:30])[CH3:31])=[N:27][CH:28]=3)=[CH:13][C:11]=2[N:12]=1)=[O:6])[CH3:2]. The catalyst class is: 128. (8) Reactant: [CH2:1]([C:3]1[N:7]([C:8]2[N:16]=[C:15]3[C:11]([N:12]=[C:13]([CH:18]=O)[N:14]3[CH3:17])=[C:10]([N:20]3[CH2:25][CH2:24][O:23][CH2:22][CH2:21]3)[N:9]=2)[C:6]2[CH:26]=[CH:27][CH:28]=[CH:29][C:5]=2[N:4]=1)[CH3:2].[NH:30]1[CH2:33][CH:32]([N:34]2[CH2:39][CH2:38][O:37][C:36]([CH3:41])([CH3:40])[CH2:35]2)[CH2:31]1.C(O[BH-](OC(=O)C)OC(=O)C)(=O)C.[Na+]. Product: [CH2:1]([C:3]1[N:7]([C:8]2[N:16]=[C:15]3[C:11]([N:12]=[C:13]([CH2:18][N:30]4[CH2:33][CH:32]([N:34]5[CH2:39][CH2:38][O:37][C:36]([CH3:41])([CH3:40])[CH2:35]5)[CH2:31]4)[N:14]3[CH3:17])=[C:10]([N:20]3[CH2:25][CH2:24][O:23][CH2:22][CH2:21]3)[N:9]=2)[C:6]2[CH:26]=[CH:27][CH:28]=[CH:29][C:5]=2[N:4]=1)[CH3:2]. The catalyst class is: 26.